Dataset: Reaction yield outcomes from USPTO patents with 853,638 reactions. Task: Predict the reaction yield, written as a fraction of the theoretical maximum amount of product (1.0 means a 100% yield; for example, 0.34 means a 34% yield). The reactants are [NH2:1][C:2]1[CH:11]=[CH:10][C:5]([C:6]([O:8][CH3:9])=[O:7])=[CH:4][C:3]=1[C:12](=[O:23])[NH:13][C:14]([C:17]1[CH:22]=[CH:21][CH:20]=[CH:19][CH:18]=1)([CH3:16])[CH3:15].[CH:24]([O-])([O-])OCC.O. The catalyst is CN(C=O)C. The product is [O:23]=[C:12]1[C:3]2[C:2](=[CH:11][CH:10]=[C:5]([C:6]([O:8][CH3:9])=[O:7])[CH:4]=2)[N:1]=[CH:24][N:13]1[C:14]([C:17]1[CH:18]=[CH:19][CH:20]=[CH:21][CH:22]=1)([CH3:16])[CH3:15]. The yield is 0.840.